Dataset: Forward reaction prediction with 1.9M reactions from USPTO patents (1976-2016). Task: Predict the product of the given reaction. Given the reactants [CH3:1][C:2]1[CH:11]=[CH:10][C:9]2[C:4](=[C:5]([OH:12])[CH:6]=[CH:7][CH:8]=2)[N:3]=1.O1CCCC1.C1(P(C2C=CC=CC=2)C2C=CC=CC=2)C=CC=CC=1.N(C(OCC)=O)=NC(OCC)=O.[Si:49]([O:56][CH2:57][C@@H:58](O)[CH3:59])([C:52]([CH3:55])([CH3:54])[CH3:53])([CH3:51])[CH3:50], predict the reaction product. The product is: [Si:49]([O:56][CH2:57][C@H:58]([O:12][C:5]1[CH:6]=[CH:7][CH:8]=[C:9]2[C:4]=1[N:3]=[C:2]([CH3:1])[CH:11]=[CH:10]2)[CH3:59])([C:52]([CH3:53])([CH3:54])[CH3:55])([CH3:51])[CH3:50].